This data is from Full USPTO retrosynthesis dataset with 1.9M reactions from patents (1976-2016). The task is: Predict the reactants needed to synthesize the given product. (1) Given the product [C:26]([NH:25][C:17]1[C:18]([CH3:24])=[N:19][C:20]2[C:15]([N:16]=1)=[C:14]([C:8]1[NH:7][C:6]3[C:3]4([CH2:4][CH2:5]4)[NH:2][C:11](=[O:13])[C:10]=3[CH:9]=1)[CH:23]=[CH:22][CH:21]=2)([CH3:27])([CH3:28])[CH3:29], predict the reactants needed to synthesize it. The reactants are: Cl.[NH2:2][C:3]1([C:6]2[NH:7][C:8]([C:14]3[CH:23]=[CH:22][CH:21]=[C:20]4[C:15]=3[N:16]=[C:17]([NH:25][C:26]([CH3:29])([CH3:28])[CH3:27])[C:18]([CH3:24])=[N:19]4)=[CH:9][C:10]=2[C:11]([OH:13])=O)[CH2:5][CH2:4]1.CCN(C(C)C)C(C)C.F[P-](F)(F)(F)(F)F.N1(O[P+](N2CCCC2)(N2CCCC2)N2CCCC2)C2C=CC=CC=2N=N1. (2) Given the product [OH:16][C:17]1([C:2]2[CH:7]=[CH:6][CH:5]=[CH:4][C:3]=2[CH3:8])[CH2:18][CH:19]2[CH2:23][N:22]([C:24]([O:26][CH2:27][C:28]3[CH:33]=[CH:32][CH:31]=[CH:30][CH:29]=3)=[O:25])[CH2:21][CH:20]2[CH2:34]1, predict the reactants needed to synthesize it. The reactants are: Br[C:2]1[CH:7]=[CH:6][CH:5]=[CH:4][C:3]=1[CH3:8].[Li]C(C)(C)C.N#N.[O:16]=[C:17]1[CH2:34][CH:20]2[CH2:21][N:22]([C:24]([O:26][CH2:27][C:28]3[CH:33]=[CH:32][CH:31]=[CH:30][CH:29]=3)=[O:25])[CH2:23][CH:19]2[CH2:18]1. (3) Given the product [CH3:19][C:20]([NH:21][C:16]([C:7]1[CH:6]=[CH:5][C:4]([CH:1]2[CH2:2][CH2:3]2)=[C:9]([O:10][CH2:11][C:12]([F:13])([F:14])[F:15])[N:8]=1)=[O:18])([C:22]1[S:23][CH:24]=[CH:25][N:26]=1)[CH3:27], predict the reactants needed to synthesize it. The reactants are: [CH:1]1([C:4]2[CH:5]=[CH:6][C:7]([C:16]([OH:18])=O)=[N:8][C:9]=2[O:10][CH2:11][C:12]([F:15])([F:14])[F:13])[CH2:3][CH2:2]1.[CH3:19][C:20]([CH3:27])([C:22]1[S:23][CH:24]=[CH:25][N:26]=1)[NH2:21]. (4) Given the product [CH2:1]([N:3]1[CH2:7][CH:6]([C:8]2[CH:13]=[CH:12][CH:11]=[CH:10][CH:9]=2)[C:5]2([CH2:18][CH2:17][CH2:16][NH:15][CH2:14]2)[C:4]1=[O:26])[CH3:2], predict the reactants needed to synthesize it. The reactants are: [CH2:1]([N:3]1[CH2:7][CH:6]([C:8]2[CH:13]=[CH:12][CH:11]=[CH:10][CH:9]=2)[C:5]2([CH2:18][CH2:17][CH2:16][N:15](C(OC(C)(C)C)=O)[CH2:14]2)[C:4]1=[O:26])[CH3:2].Cl.O1CCOCC1. (5) Given the product [CH3:8][NH:2][C:3]1[CH:13]=[CH:12][CH:11]=[CH:10][C:4]=1[C:5]([NH:16][NH:15][C:14]([O:18][CH2:19][CH3:20])=[O:17])=[O:7], predict the reactants needed to synthesize it. The reactants are: C[N:2]1[C:8](=O)[O:7][C:5](=O)[C:4]2=[CH:10][CH:11]=[CH:12][CH:13]=[C:3]12.[C:14]([O:18][CH2:19][CH3:20])(=[O:17])[NH:15][NH2:16].C(O)C. (6) Given the product [C:1]([O:5][C:6]([N:8]1[CH2:13][CH2:12][CH:11]([C:14]2[CH:15]=[C:16]3[C:25](=[CH:26][C:27]=2[Br:30])[O:24][CH2:23][C:22]2[N:17]3[CH:18]([CH3:29])[C:19](=[O:28])[NH:20][N:21]=2)[CH2:10][CH2:9]1)=[O:7])([CH3:4])([CH3:2])[CH3:3], predict the reactants needed to synthesize it. The reactants are: [C:1]([O:5][C:6]([N:8]1[CH2:13][CH2:12][CH:11]([C:14]2[CH:15]=[C:16]3[C:25](=[CH:26][CH:27]=2)[O:24][CH2:23][C:22]2[N:17]3[CH:18]([CH3:29])[C:19](=[O:28])[NH:20][N:21]=2)[CH2:10][CH2:9]1)=[O:7])([CH3:4])([CH3:3])[CH3:2].[Br-:30].[Br-].[Br-].C([N+](CCCC)(CCCC)CCCC)CCC.C([N+](CCCC)(CCCC)CCCC)CCC.C([N+](CCCC)(CCCC)CCCC)CCC.[O-]S([O-])(=S)=O.[Na+].[Na+].C([O-])(O)=O.[Na+].